This data is from Forward reaction prediction with 1.9M reactions from USPTO patents (1976-2016). The task is: Predict the product of the given reaction. (1) Given the reactants [CH3:1][O:2][C:3]([CH:5]1[CH:10]([C:11]2[CH:16]=[CH:15][C:14]([O:17][CH2:18][CH2:19][O:20][C:21]3[C:26]([Cl:27])=[CH:25][C:24]([CH3:28])=[CH:23][C:22]=3[Cl:29])=[CH:13][CH:12]=2)[CH2:9][CH2:8][N:7]([C:30]([O:32][C:33]([CH3:36])([CH3:35])[CH3:34])=[O:31])[CH2:6]1)=[O:4].C[O-].[Na+].O, predict the reaction product. The product is: [CH3:1][O:2][C:3]([C@@H:5]1[C@@H:10]([C:11]2[CH:16]=[CH:15][C:14]([O:17][CH2:18][CH2:19][O:20][C:21]3[C:26]([Cl:27])=[CH:25][C:24]([CH3:28])=[CH:23][C:22]=3[Cl:29])=[CH:13][CH:12]=2)[CH2:9][CH2:8][N:7]([C:30]([O:32][C:33]([CH3:36])([CH3:35])[CH3:34])=[O:31])[CH2:6]1)=[O:4]. (2) Given the reactants [CH:1]1([C:4]2[N:9]=[C:8]([Cl:10])[C:7]([N+:11]([O-:13])=[O:12])=[C:6](Cl)[CH:5]=2)[CH2:3][CH2:2]1.C(N(CC)CC)C.[CH2:22]([NH2:29])[C:23]1[CH:28]=[CH:27][CH:26]=[CH:25][CH:24]=1, predict the reaction product. The product is: [CH2:22]([NH:29][C:6]1[CH:5]=[C:4]([CH:1]2[CH2:3][CH2:2]2)[N:9]=[C:8]([Cl:10])[C:7]=1[N+:11]([O-:13])=[O:12])[C:23]1[CH:28]=[CH:27][CH:26]=[CH:25][CH:24]=1. (3) Given the reactants [O:1]=[C:2]1[CH2:7][CH2:6][N:5]([C:8]2[CH:16]=[CH:15][C:11]([C:12]([OH:14])=O)=[CH:10][CH:9]=2)[CH2:4][CH2:3]1.Cl.[CH2:18]([O:20][C:21](=[O:31])[C@H:22]([CH2:24][CH2:25][C:26]([O:28][CH2:29][CH3:30])=[O:27])[NH2:23])[CH3:19], predict the reaction product. The product is: [CH2:18]([O:20][C:21](=[O:31])[C@@H:22]([NH:23][C:12](=[O:14])[C:11]1[CH:10]=[CH:9][C:8]([N:5]2[CH2:4][CH2:3][C:2](=[O:1])[CH2:7][CH2:6]2)=[CH:16][CH:15]=1)[CH2:24][CH2:25][C:26]([O:28][CH2:29][CH3:30])=[O:27])[CH3:19].